This data is from Forward reaction prediction with 1.9M reactions from USPTO patents (1976-2016). The task is: Predict the product of the given reaction. (1) Given the reactants [NH:1]1[C:9]2[C:4](=[CH:5][CH:6]=[CH:7][CH:8]=2)[C:3](/[CH:10]=[CH:11]/[C:12]2[CH:20]=[CH:19][CH:18]=[CH:17][C:13]=2[C:14]([OH:16])=O)=[N:2]1.[NH2:21][C:22]1[CH:27]=[C:26]([N+:28]([O-:30])=[O:29])[CH:25]=[CH:24][C:23]=1O.O.ON1C2C=CC=CC=2N=N1.C(Cl)CCl.O.C1(C)C=CC(S(O)(=O)=O)=CC=1, predict the reaction product. The product is: [NH:1]1[C:9]2[C:4](=[CH:5][CH:6]=[CH:7][CH:8]=2)[C:3](/[CH:10]=[CH:11]/[C:12]2[CH:20]=[CH:19][CH:18]=[CH:17][C:13]=2[C:14]2[O:16][C:23]3[CH:24]=[CH:25][C:26]([N+:28]([O-:30])=[O:29])=[CH:27][C:22]=3[N:21]=2)=[N:2]1. (2) Given the reactants Cl[C:2]1[C:10]2[C:9](O)=[N:8][C:7]([CH2:12][C:13]3[CH:14]=[N:15][CH:16]=[CH:17][CH:18]=3)=[N:6][C:5]=2[NH:4][C:3]=1[CH2:19][CH3:20].F[P-](F)(F)(F)(F)F.[N:28]1(O[P+](N(C)C)(N(C)C)N(C)C)[C:32]2C=CC=[CH:36][C:31]=2[N:30]=N1.[CH2:48]1CCN2C(=NCCC2)CC1.N1CC(NC(=O)OC(C)(C)C)C1, predict the reaction product. The product is: [CH2:19]([C:3]1[NH:4][C:5]2[N:6]=[C:7]([CH2:12][C:13]3[CH:14]=[N:15][CH:16]=[CH:17][CH:18]=3)[N:8]=[C:9]([N:28]3[CH2:36][CH:31]([NH2:30])[CH2:32]3)[C:10]=2[C:2]=1[CH3:48])[CH3:20].